Regression. Given a peptide amino acid sequence and an MHC pseudo amino acid sequence, predict their binding affinity value. This is MHC class I binding data. From a dataset of Peptide-MHC class I binding affinity with 185,985 pairs from IEDB/IMGT. The peptide sequence is YYQLCQHLK. The MHC is HLA-A02:01 with pseudo-sequence HLA-A02:01. The binding affinity (normalized) is 0.0847.